This data is from Full USPTO retrosynthesis dataset with 1.9M reactions from patents (1976-2016). The task is: Predict the reactants needed to synthesize the given product. (1) Given the product [N:9]1[CH:10]=[C:6]([CH2:5][N:4]([CH:1]([CH3:3])[CH3:2])[C:19]2[CH:24]=[CH:23][CH:22]=[C:21]([NH2:25])[CH:20]=2)[NH:7][CH:8]=1, predict the reactants needed to synthesize it. The reactants are: [CH:1]([N:4]([C:19]1[CH:24]=[CH:23][CH:22]=[C:21]([N+:25]([O-])=O)[CH:20]=1)[CH2:5][C:6]1[N:7](COCC[Si](C)(C)C)[CH:8]=[N:9][CH:10]=1)([CH3:3])[CH3:2]. (2) Given the product [F:42][C:2]1([F:1])[O:6][C:5]2[CH:7]=[CH:8][C:9]([C:11]3([C:14]([NH:16][C@H:17]4[C:26]5[C:21](=[CH:22][C:23]([O:27][CH2:28][CH2:29][O:30][CH3:31])=[CH:24][CH:25]=5)[O:20][C@@H:19]([C:32]5[CH:33]=[C:34]([CH:39]=[CH:40][CH:41]=5)[C:35]([OH:37])=[O:36])[CH2:18]4)=[O:15])[CH2:13][CH2:12]3)=[CH:10][C:4]=2[O:3]1, predict the reactants needed to synthesize it. The reactants are: [F:1][C:2]1([F:42])[O:6][C:5]2[CH:7]=[CH:8][C:9]([C:11]3([C:14]([NH:16][C@H:17]4[C:26]5[C:21](=[CH:22][C:23]([O:27][CH2:28][CH2:29][O:30][CH3:31])=[CH:24][CH:25]=5)[O:20][C@@H:19]([C:32]5[CH:33]=[C:34]([CH:39]=[CH:40][CH:41]=5)[C:35]([O:37]C)=[O:36])[CH2:18]4)=[O:15])[CH2:13][CH2:12]3)=[CH:10][C:4]=2[O:3]1.[OH-].[Li+]. (3) Given the product [Br:1][C:2]1[CH:3]=[C:4]2[C:9](=[CH:10][CH:11]=1)[N:8]=[C:7]([NH:12][C:13]1[CH:14]=[C:15]([CH:16]=[C:17]([C:19]3[CH:20]=[N:21][N:22]([CH3:24])[CH:23]=3)[CH:18]=1)[CH2:25][N:39]1[CH2:43][CH2:42][CH:41]([OH:44])[CH2:40]1)[N:6]=[CH:5]2, predict the reactants needed to synthesize it. The reactants are: [Br:1][C:2]1[CH:3]=[C:4]2[C:9](=[CH:10][CH:11]=1)[N:8]=[C:7]([NH:12][C:13]1[CH:14]=[C:15]([CH2:25]O)[CH:16]=[C:17]([C:19]3[CH:20]=[N:21][N:22]([CH3:24])[CH:23]=3)[CH:18]=1)[N:6]=[CH:5]2.C(N(CC)CC)C.CS(Cl)(=O)=O.[NH:39]1[CH2:43][CH2:42][CH:41]([OH:44])[CH2:40]1. (4) Given the product [Cl:25][C:26]1[CH:27]=[CH:28][C:29]([C:30]([C:32]2[CH:33]=[C:34]3[C:39](=[CH:40][CH:41]=2)[N:38]([CH3:42])[C:37](=[O:43])[CH:36]=[C:35]3[C:44]2[CH:49]=[CH:48][CH:47]=[CH:46][CH:45]=2)([OH:31])[C:14]2[N:13]=[C:12]([Si:18]([CH2:23][CH3:24])([CH2:21][CH3:22])[CH2:19][CH3:20])[N:11]([S:8]([N:7]([CH3:16])[CH3:6])(=[O:9])=[O:10])[CH:15]=2)=[CH:50][CH:51]=1, predict the reactants needed to synthesize it. The reactants are: C([Li])CCC.[CH3:6][N:7]([CH3:16])[S:8]([N:11]1[CH:15]=[CH:14][N:13]=[CH:12]1)(=[O:10])=[O:9].Cl[Si:18]([CH2:23][CH3:24])([CH2:21][CH3:22])[CH2:19][CH3:20].[Cl:25][C:26]1[CH:51]=[CH:50][C:29]([C:30]([C:32]2[CH:33]=[C:34]3[C:39](=[CH:40][CH:41]=2)[N:38]([CH3:42])[C:37](=[O:43])[CH:36]=[C:35]3[C:44]2[CH:49]=[CH:48][CH:47]=[CH:46][CH:45]=2)=[O:31])=[CH:28][CH:27]=1. (5) Given the product [Br-:1].[CH2:12]([P+:14]([CH2:17][CH3:18])([CH2:15][CH3:16])[CH2:2][O:3][CH3:4])[CH3:13], predict the reactants needed to synthesize it. The reactants are: [Br:1][CH2:2][O:3][CH3:4].C1(C)C=CC=CC=1.[CH2:12]([P:14]([CH2:17][CH3:18])[CH2:15][CH3:16])[CH3:13].